From a dataset of Reaction yield outcomes from USPTO patents with 853,638 reactions. Predict the reaction yield, written as a fraction of the theoretical maximum amount of product (1.0 means a 100% yield; for example, 0.34 means a 34% yield). (1) The reactants are [OH-:1].C([N+](C)(C)C)C1C=CC=CC=1.[CH3:13]O.[F:15][C:16]1[CH:21]=[CH:20][C:19]([CH:22]([CH3:25])[C:23]#[N:24])=[CH:18][CH:17]=1.C=O. The catalyst is N1C=CC=CC=1.O. The product is [F:15][C:16]1[CH:17]=[CH:18][C:19]([C:22]([CH3:13])([CH2:25][OH:1])[C:23]#[N:24])=[CH:20][CH:21]=1. The yield is 0.980. (2) The reactants are [O:1]([C:8]1[CH:9]=[C:10]([NH:14][CH2:15][C:16]2[CH:21]=[CH:20][CH:19]=[C:18]([O:22][C:23]([F:28])([F:27])[CH:24]([F:26])[F:25])[CH:17]=2)[CH:11]=[CH:12][CH:13]=1)[C:2]1[CH:7]=[CH:6][CH:5]=[CH:4][CH:3]=1.[F:29][C:30]([F:35])([F:34])[CH:31]1[O:33][CH2:32]1.FC(F)(F)S([O-])(=O)=O.[Yb+3].FC(F)(F)S([O-])(=O)=O.FC(F)(F)S([O-])(=O)=O. The catalyst is C(#N)C.O.C(OCC)(=O)C. The product is [O:1]([C:8]1[CH:9]=[C:10]([N:14]([CH2:15][C:16]2[CH:21]=[CH:20][CH:19]=[C:18]([O:22][C:23]([F:27])([F:28])[CH:24]([F:25])[F:26])[CH:17]=2)[CH2:32][CH:31]([OH:33])[C:30]([F:35])([F:34])[F:29])[CH:11]=[CH:12][CH:13]=1)[C:2]1[CH:7]=[CH:6][CH:5]=[CH:4][CH:3]=1. The yield is 0.620. (3) The reactants are Cl.Cl.[N:3]1[NH:4][N:5]=[N:6][C:7]=1[C:8]1[CH:9]=[C:10]([NH2:15])[C:11]([NH2:14])=[CH:12][CH:13]=1.[C:16](C1NC=CN=1)(C1NC=CN=1)=[S:17]. The catalyst is C(#N)C. The product is [N:6]1[NH:5][N:4]=[N:3][C:7]=1[C:8]1[CH:13]=[CH:12][C:11]2[NH:14][C:16](=[S:17])[NH:15][C:10]=2[CH:9]=1. The yield is 0.610.